Task: Predict the reactants needed to synthesize the given product.. Dataset: Full USPTO retrosynthesis dataset with 1.9M reactions from patents (1976-2016) (1) Given the product [CH3:1][N:2]1[C:10]2[C:5](=[N:6][CH:7]=[CH:8][CH:9]=2)[C:4]([C:11]([OH:13])=[O:12])=[C:3]1[C:16]1[CH:21]=[CH:20][CH:19]=[CH:18][CH:17]=1, predict the reactants needed to synthesize it. The reactants are: [CH3:1][N:2]1[C:10]2[C:5](=[N:6][CH:7]=[CH:8][CH:9]=2)[C:4]([C:11]([O:13]CC)=[O:12])=[C:3]1[C:16]1[CH:21]=[CH:20][CH:19]=[CH:18][CH:17]=1.[OH-].[K+]. (2) Given the product [OH:23][CH:18]1[CH2:19][CH:20]2[N:15]([C:13]([C:11]3[CH:10]=[CH:9][C:8]4[N:4]([CH2:3][CH2:2][NH:1][C:40]([N:37]5[CH2:38][CH2:39][S:34](=[O:43])(=[O:33])[CH2:35][CH2:36]5)=[O:41])[CH:5]=[N:6][C:7]=4[CH:12]=3)=[O:14])[CH:16]([CH2:22][CH2:21]2)[CH2:17]1, predict the reactants needed to synthesize it. The reactants are: [NH2:1][CH2:2][CH2:3][N:4]1[C:8]2[CH:9]=[CH:10][C:11]([C:13]([N:15]3[CH:20]4[CH2:21][CH2:22][CH:16]3[CH2:17][CH:18]([OH:23])[CH2:19]4)=[O:14])=[CH:12][C:7]=2[N:6]=[CH:5]1.CCN(C(C)C)C(C)C.[O:33]=[S:34]1(=[O:43])[CH2:39][CH2:38][N:37]([C:40](Cl)=[O:41])[CH2:36][CH2:35]1. (3) Given the product [Cl:1][C:2]1[CH:3]=[C:4]([CH:26]=[CH:27][C:28]=1[Cl:29])[O:5][CH:6]1[CH2:7][CH2:8][N:9]([CH2:12][CH:13]2[CH2:14][CH2:15][NH:16][CH2:17][CH2:18]2)[CH2:10][CH2:11]1, predict the reactants needed to synthesize it. The reactants are: [Cl:1][C:2]1[CH:3]=[C:4]([CH:26]=[CH:27][C:28]=1[Cl:29])[O:5][CH:6]1[CH2:11][CH2:10][N:9]([CH2:12][CH:13]2[CH2:18][CH2:17][N:16](C(OC(C)(C)C)=O)[CH2:15][CH2:14]2)[CH2:8][CH2:7]1.C(O)(C(F)(F)F)=O. (4) Given the product [CH:1]1([CH2:7][CH2:15][C:14]2[CH:13]=[C:12]([C:16]3[N:20]([CH2:21][CH3:22])[N:19]=[C:18]([C:23]([F:24])([F:25])[F:26])[CH:17]=3)[CH:11]=[CH:10][C:9]=2[NH:8][CH3:40])[CH2:2][CH2:3][CH2:4][CH2:5][CH2:6]1, predict the reactants needed to synthesize it. The reactants are: [CH:1]1([CH:7]2[CH2:15][C:14]3[C:9](=[CH:10][CH:11]=[C:12]([C:16]4[N:20]([CH2:21][CH3:22])[N:19]=[C:18]([C:23]([F:26])([F:25])[F:24])[CH:17]=4)[CH:13]=3)[N:8]2S(C(F)(F)F)(=O)=O)[CH2:6][CH2:5][CH2:4][CH2:3][CH2:2]1.[H-].[Al+3].[Li+].[H-].[H-].[H-].[CH2:40](OCC)C. (5) Given the product [Cl:10][C:11]([Cl:16])([Cl:15])[C:12]([C:2]1[NH:1][C:9]2[CH2:8][CH2:7][CH2:6][CH2:5][C:4]=2[CH:3]=1)=[O:13], predict the reactants needed to synthesize it. The reactants are: [NH:1]1[C:9]2[CH2:8][CH2:7][CH2:6][CH2:5][C:4]=2[CH:3]=[CH:2]1.[Cl:10][C:11]([Cl:16])([Cl:15])[C:12](Cl)=[O:13]. (6) Given the product [F:12][C:13]1[CH:18]=[CH:17][CH:16]=[CH:15][C:14]=1[S:19]([N:6]1[CH2:5][CH2:4][N:3]2[C:7](=[O:11])[CH2:8][CH2:9][CH2:10][CH:2]2[CH2:1]1)(=[O:21])=[O:20], predict the reactants needed to synthesize it. The reactants are: [CH2:1]1[NH:6][CH2:5][CH2:4][N:3]2[C:7](=[O:11])[CH2:8][CH2:9][CH2:10][CH:2]12.[F:12][C:13]1[CH:18]=[CH:17][CH:16]=[CH:15][C:14]=1[S:19](Cl)(=[O:21])=[O:20].